Dataset: Full USPTO retrosynthesis dataset with 1.9M reactions from patents (1976-2016). Task: Predict the reactants needed to synthesize the given product. (1) Given the product [CH:1]12[CH2:10][CH:5]3[CH2:6][CH:7]([CH2:9][CH:3]([CH2:4]3)[CH:2]1[NH:11][C:12]([C:14]1[CH:15]=[N:16][N:17]([C:20]3[CH:25]=[CH:24][CH:23]=[CH:22][CH:21]=3)[C:18]=1[N:28]1[CH2:29][CH2:30][CH2:31][CH:27]1[CH3:26])=[O:13])[CH2:8]2, predict the reactants needed to synthesize it. The reactants are: [CH:1]12[CH2:10][CH:5]3[CH2:6][CH:7]([CH2:9][CH:3]([CH2:4]3)[CH:2]1[NH:11][C:12]([C:14]1[CH:15]=[N:16][N:17]([C:20]3[CH:25]=[CH:24][CH:23]=[CH:22][CH:21]=3)[C:18]=1Cl)=[O:13])[CH2:8]2.[CH3:26][CH:27]1[CH2:31][CH2:30][CH2:29][NH:28]1. (2) Given the product [C:8]([C:5]1[N:6]=[CH:7][C:2]([NH:1][C:10](=[O:16])[CH2:11][CH2:12][C:13]([OH:15])=[O:14])=[N:3][CH:4]=1)#[N:9], predict the reactants needed to synthesize it. The reactants are: [NH2:1][C:2]1[N:3]=[CH:4][C:5]([C:8]#[N:9])=[N:6][CH:7]=1.[C:10]1(=[O:16])[O:15][C:13](=[O:14])[CH2:12][CH2:11]1. (3) The reactants are: [NH2:1][C:2]1[C:3]([C:18]([NH2:20])=[O:19])=[CH:4][C:5]2[C:13]3[C:8](=[CH:9][CH:10]=[CH:11][CH:12]=3)[N:7](C(C)C)[C:6]=2[N:17]=1.I[CH2:22][C@@H:23]([NH:25][C:26](=[O:32])[O:27][C:28]([CH3:31])([CH3:30])[CH3:29])[CH3:24].BrC(C)C. Given the product [NH2:1][C:2]1[C:3]([C:18]([NH2:20])=[O:19])=[CH:4][C:5]2[C:13]3[C:8](=[CH:9][CH:10]=[CH:11][CH:12]=3)[N:7]([CH2:22][C@@H:23]([NH:25][C:26](=[O:32])[O:27][C:28]([CH3:31])([CH3:30])[CH3:29])[CH3:24])[C:6]=2[N:17]=1, predict the reactants needed to synthesize it. (4) The reactants are: Cl[C:2]1[C:3]2[C:4](=[CH:18][N:19](CC3C=CC(OC)=CC=3)[N:20]=2)[N:5]=[C:6]([C:8]2[CH:13]=[CH:12][C:11]([O:14][CH3:15])=[C:10]([O:16][CH3:17])[CH:9]=2)[N:7]=1.[NH:30]1[CH:34]=[CH:33][C:32]([NH2:35])=[N:31]1.Cl. Given the product [CH3:17][O:16][C:10]1[CH:9]=[C:8]([C:6]2[N:7]=[C:2]([NH:35][C:32]3[CH:33]=[CH:34][NH:30][N:31]=3)[C:3]3[NH:20][N:19]=[CH:18][C:4]=3[N:5]=2)[CH:13]=[CH:12][C:11]=1[O:14][CH3:15], predict the reactants needed to synthesize it. (5) Given the product [Br:27][C:28]1[CH:33]=[CH:32][C:31]([NH:34][C:35]2[N:37]=[C:20]3[C:10]4[N:11]([CH3:19])[N:12]=[C:13]([C:14]([O:16][CH2:17][CH3:18])=[O:15])[C:9]=4[CH2:8][CH2:7][CH2:6][C:5]3=[CH:4][N:36]=2)=[C:30]([O:38][CH3:39])[CH:29]=1, predict the reactants needed to synthesize it. The reactants are: CN(/[CH:4]=[C:5]1\[CH2:6][CH2:7][CH2:8][C:9]2[C:13]([C:14]([O:16][CH2:17][CH3:18])=[O:15])=[N:12][N:11]([CH3:19])[C:10]=2[C:20]\1=O)C.CN(C=O)C.[Br:27][C:28]1[CH:33]=[CH:32][C:31]([NH:34][C:35]([NH2:37])=[NH:36])=[C:30]([O:38][CH3:39])[CH:29]=1. (6) Given the product [ClH:1].[Cl:1][CH2:2][C:3]1[N:7]=[C:8]([NH2:10])[S:9][CH:5]=1, predict the reactants needed to synthesize it. The reactants are: [Cl:1][CH2:2][C:3]([CH2:5]Cl)=O.[NH2:7][C:8]([NH2:10])=[S:9].